From a dataset of Forward reaction prediction with 1.9M reactions from USPTO patents (1976-2016). Predict the product of the given reaction. (1) The product is: [OH:7][C@@H:3]1[CH2:4][O:5][CH2:6][C@H:2]1[NH:1][C:20](=[O:21])[O:22][CH2:23][C:24]1[CH:29]=[CH:28][CH:27]=[CH:26][CH:25]=1. Given the reactants [NH2:1][C@@H:2]1[CH2:6][O:5][CH2:4][C@H:3]1[OH:7].C(=O)([O-])[O-].[Na+].[Na+].O1CCCC1.Cl[C:20]([O:22][CH2:23][C:24]1[CH:29]=[CH:28][CH:27]=[CH:26][CH:25]=1)=[O:21], predict the reaction product. (2) Given the reactants [Cl:1][C:2]1[N:11]=[C:10](Cl)[C:9]2[C:4](=[CH:5][CH:6]=[CH:7][CH:8]=2)[N:3]=1.[CH3:13][O:14][C:15]1[CH:23]=[CH:22][CH:21]=[CH:20][C:16]=1[CH2:17][NH:18][CH3:19].C([O-])(O)=O.[Na+], predict the reaction product. The product is: [Cl:1][C:2]1[N:11]=[C:10]([N:18]([CH2:17][C:16]2[CH:20]=[CH:21][CH:22]=[CH:23][C:15]=2[O:14][CH3:13])[CH3:19])[C:9]2[C:4](=[CH:5][CH:6]=[CH:7][CH:8]=2)[N:3]=1. (3) Given the reactants [CH3:1][O:2][C:3]1[CH:4]=[C:5]([CH:32]=[CH:33][C:34]=1[O:35][CH3:36])[CH2:6][CH:7]1[C:13]2[CH:14]=[C:15]([O:20][CH3:21])[C:16]([O:18][CH3:19])=[CH:17][C:12]=2[CH2:11][CH2:10][CH2:9][N:8]1[CH:22]([C:26]1[CH:31]=[CH:30][CH:29]=[CH:28][CH:27]=1)[C:23](O)=[O:24].[N:37]1[CH:42]=[CH:41][C:40]([CH2:43][NH2:44])=[CH:39][CH:38]=1, predict the reaction product. The product is: [CH3:1][O:2][C:3]1[CH:4]=[C:5]([CH:32]=[CH:33][C:34]=1[O:35][CH3:36])[CH2:6][CH:7]1[C:13]2[CH:14]=[C:15]([O:20][CH3:21])[C:16]([O:18][CH3:19])=[CH:17][C:12]=2[CH2:11][CH2:10][CH2:9][N:8]1[CH:22]([C:26]1[CH:27]=[CH:28][CH:29]=[CH:30][CH:31]=1)[C:23]([NH:44][CH2:43][C:40]1[CH:41]=[CH:42][N:37]=[CH:38][CH:39]=1)=[O:24]. (4) Given the reactants [CH3:1][N:2]1[C:10]2[C:5](=[CH:6][CH:7]=[CH:8][CH:9]=2)[CH:4]=[CH:3]1.[Cl-].[Cl:12][C:13]1[C:22]([Cl:23])=[CH:21][CH:20]=[CH:19][C:14]=1[CH:15]=[N+:16]([CH3:18])[CH3:17].ClC1C(Cl)=CC=CC=1C=O.CNC, predict the reaction product. The product is: [Cl:12][C:13]1[C:22]([Cl:23])=[CH:21][CH:20]=[CH:19][C:14]=1[CH:15]([N:16]([CH3:18])[CH3:17])[C:4]1[C:5]2[C:10](=[CH:9][CH:8]=[CH:7][CH:6]=2)[N:2]([CH3:1])[CH:3]=1. (5) Given the reactants [OH:1][CH2:2][CH2:3][N:4]([CH2:15][CH2:16][OH:17])[S:5]([C:8]1[CH:13]=[CH:12][C:11](Br)=[CH:10][CH:9]=1)(=[O:7])=[O:6].C([O-])(=O)C.[K+].[CH3:23][O:24][C:25]1[CH:30]=[CH:29][N:28]=[C:27]([CH2:31][CH2:32][C:33]2[NH:42][C:36]3=[N:37][CH:38]=[C:39](I)[CH:40]=[C:35]3[N:34]=2)[CH:26]=1.C(=O)([O-])[O-].[K+].[K+].[Cl-].[Li+], predict the reaction product. The product is: [OH:1][CH2:2][CH2:3][N:4]([CH2:15][CH2:16][OH:17])[S:5]([C:8]1[CH:13]=[CH:12][C:11]([C:39]2[CH:40]=[C:35]3[N:34]=[C:33]([CH2:32][CH2:31][C:27]4[CH:26]=[C:25]([O:24][CH3:23])[CH:30]=[CH:29][N:28]=4)[NH:42][C:36]3=[N:37][CH:38]=2)=[CH:10][CH:9]=1)(=[O:7])=[O:6].